From a dataset of Catalyst prediction with 721,799 reactions and 888 catalyst types from USPTO. Predict which catalyst facilitates the given reaction. (1) Reactant: [NH2:1][C:2]1[CH:7]=[C:6]([Cl:8])[CH:5]=[CH:4][C:3]=1[SH:9].[C:10]([O:14][C:15](=[O:24])[NH:16][C:17]1[S:18][CH:19]=[C:20]([CH2:22]Cl)[N:21]=1)([CH3:13])([CH3:12])[CH3:11].C([O-])([O-])=O.[K+].[K+]. Product: [C:10]([O:14][C:15](=[O:24])[NH:16][C:17]1[S:18][CH:19]=[C:20]([CH2:22][S:9][C:3]2[CH:4]=[CH:5][C:6]([Cl:8])=[CH:7][C:2]=2[NH2:1])[N:21]=1)([CH3:13])([CH3:12])[CH3:11]. The catalyst class is: 3. (2) Reactant: C(N(CC)CC)C.[CH2:8]([C:11]1([CH2:18][CH:19]=[CH2:20])[CH2:15][NH:14][C@@H:13]([CH2:16][OH:17])[CH2:12]1)[CH:9]=[CH2:10].[S:21](Cl)(Cl)(=[O:23])=[O:22]. Product: [CH2:18]([C:11]1([CH2:8][CH:9]=[CH2:10])[CH2:15][N:14]2[S:21](=[O:23])(=[O:22])[O:17][CH2:16][C@H:13]2[CH2:12]1)[CH:19]=[CH2:20]. The catalyst class is: 2. (3) Product: [N:1]1([CH2:6][C:7]2[CH:23]=[CH:22][C:10]([CH2:11][N:12]3[CH:20]=[C:19]4[C:14]([N:15]=[CH:16][N:17]=[C:18]4[NH:24][CH2:25][C:26]4[C:34]5[O:33][C:32](=[O:35])[NH:31][C:30]=5[CH:29]=[C:28]([Cl:36])[CH:27]=4)=[N:13]3)=[CH:9][CH:8]=2)[CH:5]=[CH:4][CH:3]=[N:2]1. The catalyst class is: 9. Reactant: [N:1]1([CH2:6][C:7]2[CH:23]=[CH:22][C:10]([CH2:11][N:12]3[CH:20]=[C:19]4[C:14]([N:15]=[CH:16][N:17]=[C:18]4Cl)=[N:13]3)=[CH:9][CH:8]=2)[CH:5]=[CH:4][CH:3]=[N:2]1.[NH2:24][CH2:25][C:26]1[C:34]2[O:33][C:32](=[O:35])[NH:31][C:30]=2[CH:29]=[C:28]([Cl:36])[CH:27]=1.CCN(C(C)C)C(C)C. (4) Reactant: [NH2:1][C:2]1[CH:3]=[C:4]([CH:34]=[CH:35][CH:36]=1)[CH2:5][O:6][CH2:7][CH2:8][O:9][CH2:10][CH2:11][CH2:12][CH2:13][CH2:14][CH2:15][N:16]1[CH2:20][C@@H:19]([C:21]2[CH:32]=[CH:31][C:24]3[O:25][C:26]([CH3:30])([CH3:29])[O:27][CH2:28][C:23]=3[CH:22]=2)[O:18][C:17]1=[O:33].[C:37]1([C:46]2[CH:51]=[CH:50][CH:49]=[CH:48][CH:47]=2)[CH:42]=[CH:41][C:40]([N:43]=[C:44]=[O:45])=[CH:39][CH:38]=1.C(O)(C)C. Product: [C:37]1([C:46]2[CH:47]=[CH:48][CH:49]=[CH:50][CH:51]=2)[CH:38]=[CH:39][C:40]([NH:43][C:44]([NH:1][C:2]2[CH:36]=[CH:35][CH:34]=[C:4]([CH2:5][O:6][CH2:7][CH2:8][O:9][CH2:10][CH2:11][CH2:12][CH2:13][CH2:14][CH2:15][N:16]3[CH2:20][C@@H:19]([C:21]4[CH:32]=[CH:31][C:24]5[O:25][C:26]([CH3:30])([CH3:29])[O:27][CH2:28][C:23]=5[CH:22]=4)[O:18][C:17]3=[O:33])[CH:3]=2)=[O:45])=[CH:41][CH:42]=1. The catalyst class is: 4. (5) Reactant: [CH:1]1([O:5][C:6]([NH:8][C@@H:9]2[C:23](=[O:24])[N:22]3[CH2:25][C@H:26]([O:28][C:29]4[C:30]5[S:43][CH:42]=[CH:41][C:31]=5[N:32]=[C:33]([C:35]5[CH:40]=[CH:39][CH:38]=[CH:37][N:36]=5)[N:34]=4)[CH2:27][C@H:21]3[C:20](=[O:44])[NH:19][C@:18]3([C:46]([O:48]C)=[O:47])[CH2:45][C@H:17]3[CH:16]=[CH:15][CH2:14][CH2:13][CH2:12][CH2:11][CH2:10]2)=[O:7])[CH2:4][CH2:3][CH2:2]1.O1CCCC1.[OH-].[Li+]. Product: [CH:1]1([O:5][C:6]([NH:8][C@@H:9]2[C:23](=[O:24])[N:22]3[CH2:25][C@H:26]([O:28][C:29]4[C:30]5[S:43][CH:42]=[CH:41][C:31]=5[N:32]=[C:33]([C:35]5[CH:40]=[CH:39][CH:38]=[CH:37][N:36]=5)[N:34]=4)[CH2:27][C@H:21]3[C:20](=[O:44])[NH:19][C@:18]3([C:46]([OH:48])=[O:47])[CH2:45][C@H:17]3[CH:16]=[CH:15][CH2:14][CH2:13][CH2:12][CH2:11][CH2:10]2)=[O:7])[CH2:4][CH2:3][CH2:2]1. The catalyst class is: 5. (6) Reactant: [Br:1][CH2:2][CH2:3][CH2:4][CH2:5][CH2:6][CH2:7][O:8][CH2:9][CH2:10][C:11]#[C:12][C:13]1[CH:18]=[CH:17][CH:16]=[C:15]([N+:19]([O-])=O)[CH:14]=1. Product: [Br:1][CH2:2][CH2:3][CH2:4][CH2:5][CH2:6][CH2:7][O:8][CH2:9][CH2:10][CH2:11][CH2:12][C:13]1[CH:14]=[C:15]([CH:16]=[CH:17][CH:18]=1)[NH2:19]. The catalyst class is: 50. (7) Reactant: [Cl:1][C:2]1[CH:3]=[C:4]([CH:26]=[CH:27][CH:28]=1)[O:5][C:6]1[CH:15]=[CH:14][C:13]2[NH:12][CH:11]([CH:16]3[CH2:21][CH2:20][CH2:19][CH2:18][CH2:17]3)[CH:10]3[CH2:22][CH2:23][CH2:24][O:25][CH:9]3[C:8]=2[CH:7]=1.Cl. Product: [ClH:1].[Cl:1][C:2]1[CH:3]=[C:4]([CH:26]=[CH:27][CH:28]=1)[O:5][C:6]1[CH:15]=[CH:14][C:13]2[NH:12][CH:11]([CH:16]3[CH2:17][CH2:18][CH2:19][CH2:20][CH2:21]3)[CH:10]3[CH2:22][CH2:23][CH2:24][O:25][CH:9]3[C:8]=2[CH:7]=1. The catalyst class is: 21.